Task: Predict which catalyst facilitates the given reaction.. Dataset: Catalyst prediction with 721,799 reactions and 888 catalyst types from USPTO Reactant: [F:1][C:2]1[C:7]([F:8])=[CH:6][CH:5]=[CH:4][C:3]=1[CH2:9][CH2:10][C:11]1[N:12]([CH2:22][C:23](O)=[O:24])[C:13]2[C:18]([C:19](=[O:21])[N:20]=1)=[CH:17][CH:16]=[CH:15][CH:14]=2.[CH3:26][C:27]([N:34]1[CH2:39][CH2:38][CH:37]([NH:40][CH2:41][C:42]2[CH:47]=[CH:46][C:45]([C:48]3[CH:53]=[CH:52][C:51]([O:54][C:55]([F:58])([F:57])[F:56])=[CH:50][CH:49]=3)=[CH:44][CH:43]=2)[CH2:36][CH2:35]1)([CH3:33])[C:28]([O:30][CH2:31][CH3:32])=[O:29].CCN(C(C)C)C(C)C.CN(C(ON1N=NC2C=CC=NC1=2)=[N+](C)C)C.F[P-](F)(F)(F)(F)F. Product: [F:1][C:2]1[C:7]([F:8])=[CH:6][CH:5]=[CH:4][C:3]=1[CH2:9][CH2:10][C:11]1[N:12]([CH2:22][C:23]([N:40]([CH2:41][C:42]2[CH:47]=[CH:46][C:45]([C:48]3[CH:49]=[CH:50][C:51]([O:54][C:55]([F:57])([F:56])[F:58])=[CH:52][CH:53]=3)=[CH:44][CH:43]=2)[CH:37]2[CH2:36][CH2:35][N:34]([C:27]([CH3:26])([CH3:33])[C:28]([O:30][CH2:31][CH3:32])=[O:29])[CH2:39][CH2:38]2)=[O:24])[C:13]2[C:18]([C:19](=[O:21])[N:20]=1)=[CH:17][CH:16]=[CH:15][CH:14]=2. The catalyst class is: 3.